This data is from Acute oral toxicity (LD50) regression data from Zhu et al.. The task is: Regression/Classification. Given a drug SMILES string, predict its toxicity properties. Task type varies by dataset: regression for continuous values (e.g., LD50, hERG inhibition percentage) or binary classification for toxic/non-toxic outcomes (e.g., AMES mutagenicity, cardiotoxicity, hepatotoxicity). Dataset: ld50_zhu. (1) The molecule is CCCCc1cc[nH]n1. The rat oral LD50 is 2.39, given as -log10 of the dose in mol/kg body weight (higher means more acutely toxic). (2) The compound is CC(=O)NC(=O)c1ccccc1O. The rat oral LD50 is 1.95, given as -log10 of the dose in mol/kg body weight (higher means more acutely toxic). (3) The rat oral LD50 is 0.959, given as -log10 of the dose in mol/kg body weight (higher means more acutely toxic). The molecule is CCNC(=O)CC(C)=O. (4) The molecule is C=CC1CCC2OC2C1. The rat oral LD50 is 1.79, given as -log10 of the dose in mol/kg body weight (higher means more acutely toxic). (5) The compound is O=S(=O)(c1ccc(Cl)cc1)c1cc(Cl)c(Cl)cc1Cl. The rat oral LD50 is 2.80, given as -log10 of the dose in mol/kg body weight (higher means more acutely toxic).